This data is from KCNQ2 potassium channel screen with 302,405 compounds. The task is: Binary Classification. Given a drug SMILES string, predict its activity (active/inactive) in a high-throughput screening assay against a specified biological target. (1) The molecule is O1c2c(NCC1)cc1oc(=O)cc(c1c2)C. The result is 0 (inactive). (2) The compound is S(=O)(=O)(Nc1ncccn1)c1ccc(NC(=O)c2c3c(nc(c2)c2cc(OC)c(OC)c(OC)c2)cccc3)cc1. The result is 0 (inactive). (3) The drug is O=C1N(C(Nc2ccccc2)c2c1cccc2)Cc1cc2OCOc2cc1. The result is 0 (inactive). (4) The molecule is S(=O)(=O)(Nc1cc(c2nc3n(c2)cccn3)ccc1)c1c(OC)ccc(c1)C. The result is 0 (inactive). (5) The compound is O(Cc1ccc(cc1)C(OC)=O)c1ccc(cc1)/C=N\Nc1cc(ccc1)C(O)=O. The result is 0 (inactive). (6) The molecule is Brc1cc2c(NC(=O)C(N3CCN(C4CCCCC4)CC3)C)c([nH]c2cc1)C(OC)=O. The result is 0 (inactive). (7) The molecule is O=C1N(C(=O)c2c1cc(cc2)C(O)=O)c1nc([nH]n1)c1occc1. The result is 0 (inactive).